From a dataset of Reaction yield outcomes from USPTO patents with 853,638 reactions. Predict the reaction yield, written as a fraction of the theoretical maximum amount of product (1.0 means a 100% yield; for example, 0.34 means a 34% yield). (1) The reactants are [O:1]1[C:5]2[CH:6]=[CH:7][C:8]([C:10]3[CH:11]=[C:12]([CH:15]=[C:16]([O:18][CH2:19][C:20]4[CH:25]=[CH:24][C:23]([O:26][CH3:27])=[CH:22][CH:21]=4)[CH:17]=3)[C:13]#N)=[CH:9][C:4]=2[O:3][CH2:2]1.[CH2:28]([Mg]Cl)[CH3:29].S(=O)(=O)(O)[OH:33]. The catalyst is C1COCC1.C(OCC)C. The product is [O:1]1[C:5]2[CH:6]=[CH:7][C:8]([C:10]3[CH:11]=[C:12]([C:13](=[O:33])[CH2:28][CH3:29])[CH:15]=[C:16]([O:18][CH2:19][C:20]4[CH:25]=[CH:24][C:23]([O:26][CH3:27])=[CH:22][CH:21]=4)[CH:17]=3)=[CH:9][C:4]=2[O:3][CH2:2]1. The yield is 0.500. (2) The reactants are [F:1][C:2]1([F:36])[O:6][C:5]2[CH:7]=[CH:8][C:9]([C:11]3([C:14]([NH:16][C:17]4[N:22]=[C:21]([C:23]5[CH:24]=[CH:25][C:26](=[O:34])[N:27]([CH2:29][C:30]([O:32]C)=[O:31])[CH:28]=5)[C:20]([CH3:35])=[CH:19][CH:18]=4)=[O:15])[CH2:13][CH2:12]3)=[CH:10][C:4]=2[O:3]1.[OH-].[Li+]. The catalyst is O1CCOCC1. The product is [F:36][C:2]1([F:1])[O:6][C:5]2[CH:7]=[CH:8][C:9]([C:11]3([C:14]([NH:16][C:17]4[N:22]=[C:21]([C:23]5[CH:24]=[CH:25][C:26](=[O:34])[N:27]([CH2:29][C:30]([OH:32])=[O:31])[CH:28]=5)[C:20]([CH3:35])=[CH:19][CH:18]=4)=[O:15])[CH2:13][CH2:12]3)=[CH:10][C:4]=2[O:3]1. The yield is 0.980. (3) The reactants are [Br:1][CH2:2][CH2:3][CH2:4][N:5]1[CH2:9][CH2:8][N:7]([CH2:10][CH2:11][CH2:12][OH:13])[C:6]1=[C:14]([C:17]#[N:18])[C:15]#[N:16].C(N(CC)CC)C.[CH3:26][S:27](Cl)(=[O:29])=[O:28]. The product is [Br:1][CH2:2][CH2:3][CH2:4][N:5]1[CH2:9][CH2:8][N:7]([CH2:10][CH2:11][CH2:12][O:13][S:27]([CH3:26])(=[O:29])=[O:28])[C:6]1=[C:14]([C:17]#[N:18])[C:15]#[N:16]. The yield is 1.00. The catalyst is ClCCl.[Cl-].[Na+].O. (4) The product is [F:1][C:2]1[CH:10]=[CH:9][C:5]([C:6]([N:20]2[CH2:21][CH2:22][C:23]3[C:28](=[CH:27][CH:26]=[CH:25][CH:24]=3)[CH2:19]2)=[O:8])=[CH:4][C:3]=1[C:11]#[C:12][C:13]1[CH:18]=[CH:17][CH:16]=[CH:15][N:14]=1. The reactants are [F:1][C:2]1[CH:10]=[CH:9][C:5]([C:6]([OH:8])=O)=[CH:4][C:3]=1[C:11]#[C:12][C:13]1[CH:18]=[CH:17][CH:16]=[CH:15][N:14]=1.[CH2:19]1[C:28]2[C:23](=[CH:24][CH:25]=[CH:26][CH:27]=2)[CH2:22][CH2:21][NH:20]1.C(N(CC)CC)C.C1CN([P+](ON2N=NC3C=CC=CC2=3)(N2CCCC2)N2CCCC2)CC1.F[P-](F)(F)(F)(F)F. The catalyst is C(Cl)Cl. The yield is 0.800. (5) The reactants are [Br:1][C:2]1[C:10]2[C:9](N)=[N:8][CH:7]=[N:6][C:5]=2[O:4][C:3]=1[C:12]1[CH:17]=[CH:16][CH:15]=[CH:14][CH:13]=1.[ClH:18].O1CCOCC1.N(OCCC(C)C)=O. The catalyst is C(Cl)(Cl)Cl.O. The product is [Br:1][C:2]1[C:10]2[C:9]([Cl:18])=[N:8][CH:7]=[N:6][C:5]=2[O:4][C:3]=1[C:12]1[CH:17]=[CH:16][CH:15]=[CH:14][CH:13]=1. The yield is 0.555.